From a dataset of Forward reaction prediction with 1.9M reactions from USPTO patents (1976-2016). Predict the product of the given reaction. (1) Given the reactants [NH2:1][C:2]1[CH:7]=[CH:6][C:5]([CH2:8][CH2:9][CH:10]([CH2:15][CH2:16][CH2:17][C:18]2[CH:23]=[CH:22][CH:21]=[CH:20][CH:19]=2)[C:11]([O:13][CH3:14])=[O:12])=[CH:4][CH:3]=1.N1C=CC=CC=1.[C:30]1(B(O)O)[CH:35]=[CH:34][CH:33]=[CH:32][CH:31]=1.O, predict the reaction product. The product is: [NH:1]([C:2]1[CH:3]=[CH:4][C:5]([CH2:8][CH2:9][CH:10]([CH2:15][CH2:16][CH2:17][C:18]2[CH:19]=[CH:20][CH:21]=[CH:22][CH:23]=2)[C:11]([O:13][CH3:14])=[O:12])=[CH:6][CH:7]=1)[C:30]1[CH:35]=[CH:34][CH:33]=[CH:32][CH:31]=1. (2) The product is: [SH:5][C:6]1[N:7]=[C:8]([CH3:16])[S:9][C:10]=1[C:11]([O:13][CH2:14][CH3:15])=[O:12]. Given the reactants CN(C)C([S:5][C:6]1[N:7]=[C:8]([CH3:16])[S:9][C:10]=1[C:11]([O:13][CH2:14][CH3:15])=[O:12])=O.[H-].[Na+], predict the reaction product. (3) The product is: [Cl:3][CH2:4][C:5]1[N:6]=[C:7]([CH:10]([OH:11])[CH3:12])[S:8][CH:9]=1. Given the reactants N#N.[Cl:3][CH2:4][C:5]1[N:6]=[C:7]([CH:10]=[O:11])[S:8][CH:9]=1.[CH3:12][Al](C)C.[NH4+].[Cl-].Cl, predict the reaction product. (4) Given the reactants [Cl:1][C:2]1[CH:3]=[C:4]([CH:10]=[CH:11][C:12]=1[O:13][CH2:14][C:15]1[N:16]=[C:17]([C:21]2[O:22][CH:23]=[CH:24][CH:25]=2)[O:18][C:19]=1[CH3:20])[C:5](OCC)=[O:6].[H-].[Al+3].[Li+].[H-].[H-].[H-].O.O.O.O.O.O.O.O.O.O.S([O-])([O-])(=O)=O.[Na+].[Na+], predict the reaction product. The product is: [Cl:1][C:2]1[CH:3]=[C:4]([CH2:5][OH:6])[CH:10]=[CH:11][C:12]=1[O:13][CH2:14][C:15]1[N:16]=[C:17]([C:21]2[O:22][CH:23]=[CH:24][CH:25]=2)[O:18][C:19]=1[CH3:20]. (5) Given the reactants [CH:1]1([NH:4][C:5](=[O:43])[NH:6][C:7]2[CH:41]=[CH:40][C:10]([O:11][C:12]3[CH:17]=[CH:16][N:15]=[C:14]4[CH:18]=[C:19]([C:21]5[N:22]([CH3:39])[C:23]([CH2:26][N:27]([CH2:35][CH2:36][O:37][CH3:38])C(=O)OC(C)(C)C)=[CH:24][N:25]=5)[S:20][C:13]=34)=[C:9]([F:42])[CH:8]=2)[CH2:3][CH2:2]1.Cl.O1CCOCC1, predict the reaction product. The product is: [CH:1]1([NH:4][C:5]([NH:6][C:7]2[CH:41]=[CH:40][C:10]([O:11][C:12]3[CH:17]=[CH:16][N:15]=[C:14]4[CH:18]=[C:19]([C:21]5[N:22]([CH3:39])[C:23]([CH2:26][NH:27][CH2:35][CH2:36][O:37][CH3:38])=[CH:24][N:25]=5)[S:20][C:13]=34)=[C:9]([F:42])[CH:8]=2)=[O:43])[CH2:3][CH2:2]1. (6) Given the reactants C(OC([NH:8][C@H:9]([C:22]([O:24]C)=[O:23])[C@H:10]([F:21])[CH2:11][CH2:12][NH:13]C(OC(C)(C)C)=O)=O)(C)(C)C.[ClH:26], predict the reaction product. The product is: [ClH:26].[ClH:26].[F:21][C@H:10]([CH2:11][CH2:12][NH2:13])[C@@H:9]([C:22]([OH:24])=[O:23])[NH2:8]. (7) The product is: [C:1]([O:5][C:6]([NH:8][C:9]1[S:13][C:12]([C:14]2[C:19]([F:20])=[CH:18][CH:17]=[CH:16][C:15]=2[F:21])=[N:11][C:10]=1[C:22]([NH:25][C:26]1[C:27]([N:35]2[CH2:40][CH2:39][CH2:38][C@H:37]([NH:41][C:42](=[O:48])[O:43][CH2:58][CH2:59][CH2:60][CH3:61])[CH2:36]2)=[C:28]2[CH2:34][CH2:33][O:32][C:29]2=[N:30][CH:31]=1)=[O:23])=[O:7])([CH3:4])([CH3:2])[CH3:3]. Given the reactants [C:1]([O:5][C:6]([NH:8][C:9]1[S:13][C:12]([C:14]2[C:19]([F:20])=[CH:18][CH:17]=[CH:16][C:15]=2[F:21])=[N:11][C:10]=1[C:22](O)=[O:23])=[O:7])([CH3:4])([CH3:3])[CH3:2].[NH2:25][C:26]1[C:27]([N:35]2[CH2:40][CH2:39][CH2:38][C@H:37]([NH:41][C:42](=[O:48])[O:43]C(C)(C)C)[CH2:36]2)=[C:28]2[CH2:34][CH2:33][O:32][C:29]2=[N:30][CH:31]=1.CN(C(ON1N=N[C:59]2[CH:60]=[CH:61]C=N[C:58]1=2)=[N+](C)C)C.F[P-](F)(F)(F)(F)F.CCN(C(C)C)C(C)C, predict the reaction product. (8) The product is: [F:17][C:16]([F:18])([F:19])[C:12]1[CH:11]=[C:10]([CH:15]=[CH:14][CH:13]=1)[CH2:9][CH:3]([CH:2]([OH:1])[CH3:20])[CH2:4][OH:5]. Given the reactants [O:1]=[C:2]([CH3:20])[CH:3]([CH2:9][C:10]1[CH:15]=[CH:14][CH:13]=[C:12]([C:16]([F:19])([F:18])[F:17])[CH:11]=1)[C:4](OCC)=[O:5].[BH4-].[Na+].[Na+].[Cl-], predict the reaction product.